From a dataset of Catalyst prediction with 721,799 reactions and 888 catalyst types from USPTO. Predict which catalyst facilitates the given reaction. Product: [F:5][C:6]1[CH:7]=[C:8]2[C:12](=[CH:13][CH:14]=1)[NH:11][CH2:10][CH:9]2[CH2:15][C:16]([O:18][CH3:19])=[O:17]. The catalyst class is: 15. Reactant: C([BH3-])#N.[Na+].[F:5][C:6]1[CH:7]=[C:8]2[C:12](=[CH:13][CH:14]=1)[NH:11][CH:10]=[C:9]2[CH2:15][C:16]([O:18][CH3:19])=[O:17].